Task: Predict the reactants needed to synthesize the given product.. Dataset: Full USPTO retrosynthesis dataset with 1.9M reactions from patents (1976-2016) (1) Given the product [Cl:1][C:2]1[C:10]([Cl:11])=[C:9]2[C:5]([CH2:6][C:7]([CH:14]3[CH2:18][CH2:17][CH2:16][CH2:15]3)([CH3:13])[C:8]2=[O:12])=[CH:4][C:3]=1[C:19]1[CH:26]=[CH:25][C:22]([C:23]2[NH:29][N:28]=[N:27][N:24]=2)=[CH:21][CH:20]=1, predict the reactants needed to synthesize it. The reactants are: [Cl:1][C:2]1[C:10]([Cl:11])=[C:9]2[C:5]([CH2:6][C:7]([CH:14]3[CH2:18][CH2:17][CH2:16][CH2:15]3)([CH3:13])[C:8]2=[O:12])=[CH:4][C:3]=1[C:19]1[CH:26]=[CH:25][C:22]([C:23]#[N:24])=[CH:21][CH:20]=1.[N:27]([Si](C)(C)C)=[N+:28]=[N-:29].C([Sn](=O)CCCC)CCC. (2) Given the product [NH2:1][C:2]1[S:3][C:4]([C:17]2[CH:22]=[CH:21][CH:20]=[C:19]([F:23])[CH:18]=2)=[C:5]([C:7]([N:9]2[CH2:14][C@H:13]3[C@H:11]([CH2:12]3)[C@H:10]2[CH2:15][NH:16][C:33]([C:29]2[C:28]3[O:24][CH2:25][CH2:26][C:27]=3[CH:32]=[CH:31][CH:30]=2)=[O:34])=[O:8])[N:6]=1, predict the reactants needed to synthesize it. The reactants are: [NH2:1][C:2]1[S:3][C:4]([C:17]2[CH:22]=[CH:21][CH:20]=[C:19]([F:23])[CH:18]=2)=[C:5]([C:7]([N:9]2[CH2:14][C@H:13]3[C@H:11]([CH2:12]3)[C@H:10]2[CH2:15][NH2:16])=[O:8])[N:6]=1.[O:24]1[C:28]2[C:29]([C:33](O)=[O:34])=[CH:30][CH:31]=[CH:32][C:27]=2[CH2:26][CH2:25]1. (3) Given the product [N:12]([C@H:2]1[CH2:10][C:9]2[C:4](=[CH:5][CH:6]=[CH:7][CH:8]=2)[C@H:3]1[OH:11])=[N+:13]=[N-:14], predict the reactants needed to synthesize it. The reactants are: Br[C@@H:2]1[CH2:10][C:9]2[C:4](=[CH:5][CH:6]=[CH:7][CH:8]=2)[C@H:3]1[OH:11].[N-:12]=[N+:13]=[N-:14].[Na+].O. (4) Given the product [ClH:40].[CH2:1]([NH:8][CH2:18][C:17]([F:28])([F:27])[F:16])[C:2]1[CH:7]=[CH:6][CH:5]=[CH:4][CH:3]=1, predict the reactants needed to synthesize it. The reactants are: [CH2:1]([NH2:8])[C:2]1[CH:7]=[CH:6][CH:5]=[CH:4][CH:3]=1.C(N(CC)CC)C.[F:16][C:17]([F:28])([F:27])[C:18](O[C:18](=O)[C:17]([F:28])([F:27])[F:16])=O.C(OC(OC([O-])=O)=O)(C)(C)C.[ClH:40].O1CCOCC1. (5) The reactants are: [Br:1][C:2]1[C:3]([F:15])=[C:4]([N+:12]([O-:14])=[O:13])[C:5](O)=[C:6]([CH:10]=1)[C:7]([OH:9])=[O:8].[C:16](=O)([O-])[O-].[K+].[K+].S([O:27][CH3:28])(OC)(=O)=O. Given the product [Br:1][C:2]1[C:3]([F:15])=[C:4]([N+:12]([O-:14])=[O:13])[C:5]([O:27][CH3:28])=[C:6]([CH:10]=1)[C:7]([O:9][CH3:16])=[O:8], predict the reactants needed to synthesize it. (6) Given the product [Cl:13][C:14]1[CH:19]=[C:18]([N+:20]([O-:22])=[O:21])[CH:17]=[CH:16][C:15]=1[S:1][C:2]1[S:3][C:4]2[CH:10]=[C:9]([C:11]#[N:12])[CH:8]=[CH:7][C:5]=2[N:6]=1, predict the reactants needed to synthesize it. The reactants are: [SH:1][C:2]1[S:3][C:4]2[CH:10]=[C:9]([C:11]#[N:12])[CH:8]=[CH:7][C:5]=2[N:6]=1.[Cl:13][C:14]1[CH:19]=[C:18]([N+:20]([O-:22])=[O:21])[CH:17]=[CH:16][C:15]=1F.[H-].[Na+].